This data is from Reaction yield outcomes from USPTO patents with 853,638 reactions. The task is: Predict the reaction yield, written as a fraction of the theoretical maximum amount of product (1.0 means a 100% yield; for example, 0.34 means a 34% yield). (1) The reactants are [CH2:1]([NH:5][C:6]1[CH:7]=[CH:8][C:9]2[N:10]([C:12]([C:15]3[CH:29]=[CH:28][C:18]([CH2:19][NH:20]C(=O)OC(C)(C)C)=[C:17]([F:30])[CH:16]=3)=[CH:13][N:14]=2)[N:11]=1)[CH2:2][CH2:3][CH3:4].C([Cl:34])(=O)C. No catalyst specified. The product is [ClH:34].[NH2:20][CH2:19][C:18]1[CH:28]=[CH:29][C:15]([C:12]2[N:10]3[N:11]=[C:6]([NH:5][CH2:1][CH2:2][CH2:3][CH3:4])[CH:7]=[CH:8][C:9]3=[N:14][CH:13]=2)=[CH:16][C:17]=1[F:30]. The yield is 0.880. (2) The reactants are [C:1]([O:6][CH2:7][CH3:8])(=[O:5])[CH:2]([CH3:4])[CH3:3].C([NH-])(C)C.[Li+].[CH3:14][Sb:15](Br)[CH3:16]. The catalyst is C1COCC1. The product is [CH3:14][Sb:15]([CH3:16])[C:2]([CH3:4])([CH3:3])[C:1]([O:6][CH2:7][CH3:8])=[O:5]. The yield is 0.500.